This data is from Forward reaction prediction with 1.9M reactions from USPTO patents (1976-2016). The task is: Predict the product of the given reaction. (1) Given the reactants [CH:1]1([C:4]2[NH:8][N:7]=[C:6]([NH:9][C:10]3[C:15]([N+:16]([O-])=O)=[CH:14][N:13]=[C:12]([NH:19][C@H:20]([C:22]4[CH:27]=[CH:26][C:25]([F:28])=[CH:24][CH:23]=4)[CH3:21])[N:11]=3)[CH:5]=2)[CH2:3][CH2:2]1, predict the reaction product. The product is: [CH:1]1([C:4]2[NH:8][N:7]=[C:6]([NH:9][C:10]3[C:15]([NH2:16])=[CH:14][N:13]=[C:12]([NH:19][C@H:20]([C:22]4[CH:23]=[CH:24][C:25]([F:28])=[CH:26][CH:27]=4)[CH3:21])[N:11]=3)[CH:5]=2)[CH2:3][CH2:2]1. (2) Given the reactants [Br:1][C:2]1[CH:11]=[CH:10][C:9]2[C:4](=[CH:5][C:6](Br)=[CH:7][CH:8]=2)[CH:3]=1.[Li]CCCC.[CH3:18][S:19]SC.O, predict the reaction product. The product is: [Br:1][C:2]1[CH:11]=[CH:10][C:9]2[C:4](=[CH:5][C:6]([S:19][CH3:18])=[CH:7][CH:8]=2)[CH:3]=1. (3) Given the reactants [CH3:1][C:2]([CH3:23])([CH2:5][CH2:6][CH2:7][CH:8]([OH:22])[CH2:9][CH2:10][CH2:11][CH:12](O)[CH2:13][CH2:14][CH2:15][C:16]([CH3:20])([CH3:19])[CH2:17][OH:18])[CH2:3][OH:4].O.C1(C)C=CC(S(O)(=O)=O)=CC=1, predict the reaction product. The product is: [OH:18][CH2:17][C:16]([CH3:20])([CH3:19])[CH2:15][CH2:14][CH2:13][CH:12]1[O:22][CH:8]([CH2:7][CH2:6][CH2:5][C:2]([CH3:23])([CH3:1])[CH2:3][OH:4])[CH2:9][CH2:10][CH2:11]1. (4) Given the reactants [C:1]([O:5][C:6](=[O:17])[C@H:7]([CH2:9][C:10]1[CH:15]=[CH:14][C:13]([OH:16])=[CH:12][CH:11]=1)[NH2:8])([CH3:4])([CH3:3])[CH3:2].[H][H], predict the reaction product. The product is: [NH2:8][C@@H:7]([CH2:9][CH:10]1[CH2:15][CH2:14][CH:13]([OH:16])[CH2:12][CH2:11]1)[C:6]([O:5][C:1]([CH3:3])([CH3:2])[CH3:4])=[O:17]. (5) Given the reactants Cl[C:2]1[N:7]=[C:6]([O:8][C:9]2[CH:14]=[CH:13][C:12]([O:15][C:16]3[CH:21]=[CH:20][CH:19]=[CH:18][CH:17]=3)=[CH:11][CH:10]=2)[C:5]([C:22]([NH2:24])=[O:23])=[CH:4][N:3]=1.[C:25]([O:29][C:30]([N:32]1[CH2:37][CH2:36][NH:35][CH2:34][CH2:33]1)=[O:31])([CH3:28])([CH3:27])[CH3:26].CC#N, predict the reaction product. The product is: [C:25]([O:29][C:30]([N:32]1[CH2:37][CH2:36][N:35]([C:2]2[N:7]=[C:6]([O:8][C:9]3[CH:14]=[CH:13][C:12]([O:15][C:16]4[CH:21]=[CH:20][CH:19]=[CH:18][CH:17]=4)=[CH:11][CH:10]=3)[C:5]([C:22](=[O:23])[NH2:24])=[CH:4][N:3]=2)[CH2:34][CH2:33]1)=[O:31])([CH3:28])([CH3:26])[CH3:27]. (6) Given the reactants Cl.[NH:2]1[CH2:7][CH2:6][CH:5]([NH:8][C:9]([C:11]2[C:15]3[N:16]=[CH:17][N:18]=[C:19]([C:20]4[CH:25]=[C:24]([F:26])[CH:23]=[CH:22][C:21]=4[O:27][CH2:28][CH:29]4[CH2:31][CH2:30]4)[C:14]=3[NH:13][C:12]=2[CH3:32])=[O:10])[CH2:4][CH2:3]1.C([O:36][C@@H:37]([CH3:41])[C:38](Cl)=[O:39])(=O)C, predict the reaction product. The product is: [OH:36][C@@H:37]([CH3:41])[C:38]([N:2]1[CH2:3][CH2:4][CH:5]([NH:8][C:9]([C:11]2[C:15]3[N:16]=[CH:17][N:18]=[C:19]([C:20]4[CH:25]=[C:24]([F:26])[CH:23]=[CH:22][C:21]=4[O:27][CH2:28][CH:29]4[CH2:30][CH2:31]4)[C:14]=3[NH:13][C:12]=2[CH3:32])=[O:10])[CH2:6][CH2:7]1)=[O:39]. (7) Given the reactants [Cl:1][C:2]1[CH:7]=[C:6]([Cl:8])[CH:5]=[CH:4][C:3]=1[C:9]1[N:14]=[C:13](SCC)[N:12]2[CH:18]=[C:19]([CH2:21][N:22]3[CH2:27][CH2:26][N:25]([CH3:28])[CH2:24][CH2:23]3)[N:20]=[C:11]2[CH:10]=1.[OH-:29].[K+], predict the reaction product. The product is: [Cl:1][C:2]1[CH:7]=[C:6]([Cl:8])[CH:5]=[CH:4][C:3]=1[C:9]1[N:14]=[C:13]([OH:29])[N:12]2[CH:18]=[C:19]([CH2:21][N:22]3[CH2:27][CH2:26][N:25]([CH3:28])[CH2:24][CH2:23]3)[N:20]=[C:11]2[CH:10]=1. (8) Given the reactants [CH2:1]([O:3][C:4]([C:6]1[CH:10]=[C:9](Cl)[O:8][N:7]=1)=[O:5])[CH3:2].[C:12]([C:14]1[CH:19]=[CH:18][C:17](B(O)O)=[CH:16][C:15]=1[F:23])#[N:13], predict the reaction product. The product is: [CH2:1]([O:3][C:4]([C:6]1[CH:10]=[C:9]([C:17]2[CH:18]=[CH:19][C:14]([C:12]#[N:13])=[C:15]([F:23])[CH:16]=2)[O:8][N:7]=1)=[O:5])[CH3:2].